Predict the product of the given reaction. From a dataset of Forward reaction prediction with 1.9M reactions from USPTO patents (1976-2016). (1) The product is: [Cl:20][C:15]1[CH:16]=[CH:17][CH:18]=[CH:19][C:14]=1[C:10]1[C:7]2[C:2](=[CH:3][CH:4]=[CH:5][CH:6]=2)[CH:1]=[C:8]([C:12]([OH:11])=[O:13])[N:9]=1. Given the reactants [CH:1](=[C:8]1[C:12](=[O:13])[O:11][C:10]([C:14]2[CH:19]=[CH:18][CH:17]=[CH:16][C:15]=2[Cl:20])=[N:9]1)[C:2]1[CH:7]=[CH:6][CH:5]=[CH:4][CH:3]=1.[Al+3].[Cl-].[Cl-].[Cl-], predict the reaction product. (2) Given the reactants [Br:1][C:2]1[CH:10]=[C:9]2[C:5]([C:6]3[CH2:14][CH2:13][N:12]([C:15]([O:17][C:18]([CH3:21])([CH3:20])[CH3:19])=[O:16])[CH2:11][C:7]=3[NH:8]2)=[CH:4][CH:3]=1.[H-].[Na+].[CH3:24]I, predict the reaction product. The product is: [Br:1][C:2]1[CH:10]=[C:9]2[C:5]([C:6]3[CH2:14][CH2:13][N:12]([C:15]([O:17][C:18]([CH3:21])([CH3:20])[CH3:19])=[O:16])[CH2:11][C:7]=3[N:8]2[CH3:24])=[CH:4][CH:3]=1. (3) Given the reactants [C:1]([N:4]1[C:13]2[C:8](=[CH:9][C:10]([C:14]3[O:18][N:17]=[C:16]([CH2:19][NH:20]C(OC(C)(C)C)=O)[N:15]=3)=[CH:11][CH:12]=2)[C@H:7]([NH:28][C:29](=[O:34])[O:30][CH:31]([CH3:33])[CH3:32])[CH2:6][C@@H:5]1[CH3:35])(=[O:3])[CH3:2].[ClH:36], predict the reaction product. The product is: [ClH:36].[C:1]([N:4]1[C:13]2[C:8](=[CH:9][C:10]([C:14]3[O:18][N:17]=[C:16]([CH2:19][NH2:20])[N:15]=3)=[CH:11][CH:12]=2)[C@H:7]([NH:28][C:29](=[O:34])[O:30][CH:31]([CH3:32])[CH3:33])[CH2:6][C@@H:5]1[CH3:35])(=[O:3])[CH3:2]. (4) Given the reactants [F:1][C:2]([F:26])([F:25])[C:3]1[CH:4]=[C:5]([CH:18]=[C:19]([C:21]([F:24])([F:23])[F:22])[CH:20]=1)[C:6]([NH:8][C:9]1[CH:17]=[CH:16][CH:15]=[CH:14][C:10]=1[C:11](O)=[O:12])=[O:7].[Cl:27][C:28]1[CH:34]=[CH:33][C:31]([NH2:32])=[CH:30][CH:29]=1.O.ON1C2C=CC=CC=2N=N1.Cl.CN(C)CCCN=C=NCC.C(N(CC)C(C)C)(C)C.Cl, predict the reaction product. The product is: [Cl:27][C:28]1[CH:34]=[CH:33][C:31]([NH:32][C:11]([C:10]2[CH:14]=[CH:15][CH:16]=[CH:17][C:9]=2[NH:8][C:6](=[O:7])[C:5]2[CH:18]=[C:19]([C:21]([F:22])([F:24])[F:23])[CH:20]=[C:3]([C:2]([F:1])([F:26])[F:25])[CH:4]=2)=[O:12])=[CH:30][CH:29]=1. (5) Given the reactants [F:1][C:2]1[CH:3]=[CH:4][C:5]([O:14][CH3:15])=[C:6]([CH:8]2[CH2:13][CH2:12][NH:11][CH2:10][CH2:9]2)[CH:7]=1.Cl[CH2:17][CH2:18][N:19]1[C:28](=[O:29])[CH2:27][C:22]2([CH2:26][CH2:25][CH2:24][CH2:23]2)[CH2:21][C:20]1=[O:30], predict the reaction product. The product is: [F:1][C:2]1[CH:3]=[CH:4][C:5]([O:14][CH3:15])=[C:6]([CH:8]2[CH2:13][CH2:12][N:11]([CH2:17][CH2:18][N:19]3[C:20](=[O:30])[CH2:21][C:22]4([CH2:26][CH2:25][CH2:24][CH2:23]4)[CH2:27][C:28]3=[O:29])[CH2:10][CH2:9]2)[CH:7]=1. (6) The product is: [NH:17]1[C:21]2=[N+:22]([O-:26])[CH:23]=[CH:24][CH:25]=[C:20]2[CH:19]=[CH:18]1. Given the reactants C(=O)([O-])[O-].[K+].[K+].ClC1C=C(C=CC=1)C(O)=O.[NH:17]1[C:21]2=[N+:22]([O-:26])[CH:23]=[CH:24][CH:25]=[C:20]2[CH:19]=[CH:18]1, predict the reaction product. (7) Given the reactants FC(F)(F)C(O)=O.[F:8][C:9]1([F:16])[CH2:14][CH2:13][C:12](=O)[CH2:11][CH2:10]1.C(O[BH-](OC(=O)C)OC(=O)C)(=O)C.C[N+](C)(C)C.[NH2:35][C:36]1[CH:48]=[C:47]([N:49]2[CH2:54][CH2:53][N:52]([CH3:55])[CH2:51][CH2:50]2)[CH:46]=[CH:45][C:37]=1[C:38]([O:40][C:41]([CH3:44])([CH3:43])[CH3:42])=[O:39], predict the reaction product. The product is: [F:8][C:9]1([F:16])[CH2:14][CH2:13][CH:12]([NH:35][C:36]2[CH:48]=[C:47]([N:49]3[CH2:54][CH2:53][N:52]([CH3:55])[CH2:51][CH2:50]3)[CH:46]=[CH:45][C:37]=2[C:38]([O:40][C:41]([CH3:44])([CH3:43])[CH3:42])=[O:39])[CH2:11][CH2:10]1. (8) Given the reactants [F:1][C:2]1[CH:7]=[CH:6][CH:5]=[C:4]([F:8])[C:3]=1[NH:9][C:10]([C:12]1[CH:16]=[CH:15][NH:14][N:13]=1)=[O:11].C(=O)([O-])[O-].[K+].[K+].Br[CH2:24][C:25]1[CH:30]=[C:29]([C:31]([F:34])([F:33])[F:32])[CH:28]=[CH:27][C:26]=1[O:35][CH2:36][C:37]1[CH:42]=[CH:41][CH:40]=[CH:39][CH:38]=1, predict the reaction product. The product is: [F:1][C:2]1[CH:7]=[CH:6][CH:5]=[C:4]([F:8])[C:3]=1[NH:9][C:10]([C:12]1[CH:16]=[CH:15][N:14]([CH2:24][C:25]2[CH:30]=[C:29]([C:31]([F:34])([F:33])[F:32])[CH:28]=[CH:27][C:26]=2[O:35][CH2:36][C:37]2[CH:42]=[CH:41][CH:40]=[CH:39][CH:38]=2)[N:13]=1)=[O:11].